From a dataset of Full USPTO retrosynthesis dataset with 1.9M reactions from patents (1976-2016). Predict the reactants needed to synthesize the given product. (1) Given the product [C:1]([O:5][C:6]([NH:20][C:21]1[CH:22]=[C:23]2[C:28](=[CH:29][CH:30]=1)[N:27]=[C:26]([CH3:31])[CH:25]=[CH:24]2)=[O:7])([CH3:4])([CH3:3])[CH3:2], predict the reactants needed to synthesize it. The reactants are: [C:1]([O:5][C:6](OC1C=C2C(=CC=1)N=C(C)C=C2)=[O:7])([CH3:4])([CH3:3])[CH3:2].[NH2:20][C:21]1[CH:22]=[C:23]2[C:28](=[CH:29][CH:30]=1)[N:27]=[C:26]([CH3:31])[CH:25]=[CH:24]2. (2) The reactants are: [F:1][C:2]1[CH:3]=[C:4]([C:9]2([O:17][CH3:18])[CH2:13][CH2:12][N:11]([CH2:14][CH2:15][CH3:16])[CH2:10]2)[CH:5]=[CH:6][C:7]=1[F:8].ClC1C=C(C=CC=1)C(OO)=[O:24]. Given the product [F:1][C:2]1[CH:3]=[C:4]([C:9]2([O:17][CH3:18])[CH2:13][CH2:12][N+:11]([O-:24])([CH2:14][CH2:15][CH3:16])[CH2:10]2)[CH:5]=[CH:6][C:7]=1[F:8], predict the reactants needed to synthesize it.